Dataset: NCI-60 drug combinations with 297,098 pairs across 59 cell lines. Task: Regression. Given two drug SMILES strings and cell line genomic features, predict the synergy score measuring deviation from expected non-interaction effect. (1) Drug 1: CCN(CC)CCCC(C)NC1=C2C=C(C=CC2=NC3=C1C=CC(=C3)Cl)OC. Drug 2: C1CN(P(=O)(OC1)NCCCl)CCCl. Cell line: DU-145. Synergy scores: CSS=19.2, Synergy_ZIP=3.47, Synergy_Bliss=4.32, Synergy_Loewe=-25.5, Synergy_HSA=1.99. (2) Drug 1: CC1=C(C(=CC=C1)Cl)NC(=O)C2=CN=C(S2)NC3=CC(=NC(=N3)C)N4CCN(CC4)CCO. Drug 2: C(CCl)NC(=O)N(CCCl)N=O. Cell line: DU-145. Synergy scores: CSS=-5.63, Synergy_ZIP=2.09, Synergy_Bliss=0.00981, Synergy_Loewe=-4.25, Synergy_HSA=-3.99. (3) Drug 1: C1=CC(=CC=C1CCC2=CNC3=C2C(=O)NC(=N3)N)C(=O)NC(CCC(=O)O)C(=O)O. Drug 2: C1=NC2=C(N=C(N=C2N1C3C(C(C(O3)CO)O)O)F)N. Cell line: NCI-H522. Synergy scores: CSS=22.6, Synergy_ZIP=-11.8, Synergy_Bliss=-11.3, Synergy_Loewe=-38.4, Synergy_HSA=-10.5. (4) Drug 1: C1=CC(=CC=C1CCCC(=O)O)N(CCCl)CCCl. Drug 2: C1CNP(=O)(OC1)N(CCCl)CCCl. Cell line: IGROV1. Synergy scores: CSS=26.3, Synergy_ZIP=-0.946, Synergy_Bliss=2.62, Synergy_Loewe=-11.5, Synergy_HSA=0.608. (5) Drug 1: COC1=NC(=NC2=C1N=CN2C3C(C(C(O3)CO)O)O)N. Drug 2: COCCOC1=C(C=C2C(=C1)C(=NC=N2)NC3=CC=CC(=C3)C#C)OCCOC.Cl. Cell line: MALME-3M. Synergy scores: CSS=5.47, Synergy_ZIP=0.0710, Synergy_Bliss=2.97, Synergy_Loewe=3.52, Synergy_HSA=3.42.